This data is from Reaction yield outcomes from USPTO patents with 853,638 reactions. The task is: Predict the reaction yield, written as a fraction of the theoretical maximum amount of product (1.0 means a 100% yield; for example, 0.34 means a 34% yield). (1) The reactants are [NH2:1][C:2]1[CH:11]=[CH:10][CH:9]=[C:8]2[C:3]=1[CH:4]=[CH:5][CH:6]=[C:7]2[OH:12].[CH:13](N(C(C)C)CC)(C)C.[Si](C=[N+]=[N-])(C)(C)C. The catalyst is C(#N)C.CO.CCOCC. The product is [NH2:1][C:2]1[CH:11]=[CH:10][CH:9]=[C:8]2[C:3]=1[CH:4]=[CH:5][CH:6]=[C:7]2[O:12][CH3:13]. The yield is 0.630. (2) The reactants are [O:1]=[S:2]1(=[O:17])[CH2:7][CH2:6][N:5]([C:8]2[C:14]([F:15])=[CH:13][C:11]([NH2:12])=[CH:10][C:9]=2[F:16])[CH2:4][CH2:3]1.[O-]S(C(F)(F)F)(=O)=O.[Li+].[O:27]1[CH2:33][C@@H:28]1[C:29]([O:31][CH3:32])=[O:30]. The catalyst is C(#N)C. The product is [O:17]=[S:2]1(=[O:1])[CH2:7][CH2:6][N:5]([C:8]2[C:14]([F:15])=[CH:13][C:11]([NH:12][CH2:33][C@@H:28]([OH:27])[C:29]([O:31][CH3:32])=[O:30])=[CH:10][C:9]=2[F:16])[CH2:4][CH2:3]1. The yield is 0.570. (3) The reactants are [H-].[Na+].C([O:5][C:6](=[O:33])[C:7]([CH3:32])([O:25][C:26]1[CH:31]=[CH:30][CH:29]=[CH:28][CH:27]=1)[CH2:8][C:9]1[CH:14]=[CH:13][C:12]([O:15][CH2:16][CH2:17][CH:18]2[CH2:22][NH:21][C:20](=[O:23])[N:19]2[CH3:24])=[CH:11][CH:10]=1)C.[F:34][C:35]1[CH:42]=[CH:41][C:38]([CH2:39]Br)=[CH:37][C:36]=1[C:43]([F:46])([F:45])[F:44]. The catalyst is CN(C=O)C. The product is [F:34][C:35]1[CH:42]=[CH:41][C:38]([CH2:39][N:21]2[CH2:22][CH:18]([CH2:17][CH2:16][O:15][C:12]3[CH:11]=[CH:10][C:9]([CH2:8][C:7]([CH3:32])([O:25][C:26]4[CH:27]=[CH:28][CH:29]=[CH:30][CH:31]=4)[C:6]([OH:5])=[O:33])=[CH:14][CH:13]=3)[N:19]([CH3:24])[C:20]2=[O:23])=[CH:37][C:36]=1[C:43]([F:44])([F:45])[F:46]. The yield is 0.370. (4) The reactants are [C:1]([C:3]1[CH:8]=[CH:7][CH:6]=[CH:5][C:4]=1[C:9]1[CH:14]=[CH:13][C:12]([CH2:15][CH:16]([C:22](=O)[CH2:23][CH2:24][CH3:25])[C:17](OCC)=[O:18])=[C:11]([F:27])[CH:10]=1)#[N:2].[CH3:28][C:29]1[NH:30][C:31]([NH:34][CH:35]2[CH2:40][CH2:39][S:38][CH2:37][CH2:36]2)=[N:32][N:33]=1. No catalyst specified. The product is [F:27][C:11]1[CH:10]=[C:9]([C:4]2[C:3]([C:1]#[N:2])=[CH:8][CH:7]=[CH:6][CH:5]=2)[CH:14]=[CH:13][C:12]=1[CH2:15][C:16]1[C:17](=[O:18])[N:34]([CH:35]2[CH2:36][CH2:37][S:38][CH2:39][CH2:40]2)[C:31]2[N:32]([N:33]=[C:29]([CH3:28])[N:30]=2)[C:22]=1[CH2:23][CH2:24][CH3:25]. The yield is 0.270. (5) The reactants are C([N:8]1[CH2:12][CH2:11][CH2:10][C@@H:9]1[CH2:13][O:14][C:15]1[CH:24]=[C:23]([O:25][CH2:26][CH3:27])[CH:22]=[C:21]2[C:16]=1[C:17](=[O:28])[NH:18][CH:19]=[N:20]2)C1C=CC=CC=1.[C:37](O[C:37]([O:39][C:40]([CH3:43])([CH3:42])[CH3:41])=[O:38])([O:39][C:40]([CH3:43])([CH3:42])[CH3:41])=[O:38]. The catalyst is CN(C)C=O.[Pd]. The product is [CH2:26]([O:25][C:23]1[CH:22]=[C:21]2[C:16]([C:17](=[O:28])[NH:18][CH:19]=[N:20]2)=[C:15]([O:14][CH2:13][C@H:9]2[CH2:10][CH2:11][CH2:12][N:8]2[C:37]([O:39][C:40]([CH3:41])([CH3:42])[CH3:43])=[O:38])[CH:24]=1)[CH3:27]. The yield is 0.810.